Dataset: Forward reaction prediction with 1.9M reactions from USPTO patents (1976-2016). Task: Predict the product of the given reaction. Given the reactants [Cl:1][C:2]1[CH:3]=[C:4]([OH:23])[CH:5]=[CH:6][C:7]=1[CH:8]([CH3:22])[C:9]([OH:21])([C:14]1[CH:19]=[N:18][C:17]([CH3:20])=[CH:16][N:15]=1)[C:10]([F:13])([F:12])[F:11].Br[CH2:25][C:26]1[CH:35]=[CH:34][C:29]([C:30]([O:32][CH3:33])=[O:31])=[CH:28][C:27]=1[Cl:36].C(=O)([O-])[O-].[K+].[K+], predict the reaction product. The product is: [CH3:33][O:32][C:30](=[O:31])[C:29]1[CH:34]=[CH:35][C:26]([CH2:25][O:23][C:4]2[CH:5]=[CH:6][C:7]([CH:8]([CH3:22])[C:9]([OH:21])([C:14]3[CH:19]=[N:18][C:17]([CH3:20])=[CH:16][N:15]=3)[C:10]([F:13])([F:11])[F:12])=[C:2]([Cl:1])[CH:3]=2)=[C:27]([Cl:36])[CH:28]=1.